Dataset: Full USPTO retrosynthesis dataset with 1.9M reactions from patents (1976-2016). Task: Predict the reactants needed to synthesize the given product. (1) Given the product [Cl:1][C:2]1[N:7]=[C:6]([NH:8][C:9]2[CH:14]=[CH:13][C:12]([N:15]3[CH:19]=[CH:18][N:17]=[CH:16]3)=[C:11]([F:20])[CH:10]=2)[C:5]([C:21]([OH:23])=[O:22])=[CH:4][N:3]=1, predict the reactants needed to synthesize it. The reactants are: [Cl:1][C:2]1[N:7]=[C:6]([NH:8][C:9]2[CH:14]=[CH:13][C:12]([N:15]3[CH:19]=[CH:18][N:17]=[CH:16]3)=[C:11]([F:20])[CH:10]=2)[C:5]([C:21]([O:23]CC)=[O:22])=[CH:4][N:3]=1.[Li+].[OH-]. (2) Given the product [OH:13][CH:10]([CH2:11][OH:12])[CH2:9][NH:8][C:2]1[CH2:6][S:5][C:4](=[O:7])[N:3]=1, predict the reactants needed to synthesize it. The reactants are: S=[C:2]1[CH2:6][S:5][C:4](=[O:7])[NH:3]1.[NH2:8][CH2:9][CH:10]([OH:13])[CH2:11][OH:12]. (3) Given the product [Cl:35][CH2:36][C:37]([NH:38][C:2]([CH:5]1[CH2:10][CH2:9][CH:8]([C:11]2[S:12][C:13]([C:16]3[CH:17]=[CH:18][C:19]([NH:22][C:23]([NH:25][C:26]4[CH:31]=[C:30]([F:32])[C:29]([F:33])=[CH:28][C:27]=4[F:34])=[O:24])=[CH:20][CH:21]=3)=[CH:14][N:15]=2)[CH2:7][CH2:6]1)([CH3:3])[CH3:4])=[O:40], predict the reactants needed to synthesize it. The reactants are: O[C:2]([CH:5]1[CH2:10][CH2:9][CH:8]([C:11]2[S:12][C:13]([C:16]3[CH:21]=[CH:20][C:19]([NH:22][C:23]([NH:25][C:26]4[CH:31]=[C:30]([F:32])[C:29]([F:33])=[CH:28][C:27]=4[F:34])=[O:24])=[CH:18][CH:17]=3)=[CH:14][N:15]=2)[CH2:7][CH2:6]1)([CH3:4])[CH3:3].[Cl:35][CH2:36][C:37]#[N:38].S(=O)(=O)(O)[OH:40].O. (4) Given the product [NH2:28][C:13]1[C:12]2[N:11]=[C:10]([CH2:29][O:30][CH2:31][CH3:32])[N:9]([CH2:8][CH:6]([OH:7])[CH2:5][OH:4])[C:21]=2[C:20]2[CH:19]=[CH:18][C:17]([C:22]3[CH:23]=[N:24][CH:25]=[CH:26][CH:27]=3)=[CH:16][C:15]=2[N:14]=1, predict the reactants needed to synthesize it. The reactants are: Cl.CC1(C)[O:7][CH:6]([CH2:8][N:9]2[C:21]3[C:20]4[CH:19]=[CH:18][C:17]([C:22]5[CH:23]=[N:24][CH:25]=[CH:26][CH:27]=5)=[CH:16][C:15]=4[N:14]=[C:13]([NH2:28])[C:12]=3[N:11]=[C:10]2[CH2:29][O:30][CH2:31][CH3:32])[CH2:5][O:4]1. (5) Given the product [CH3:19][O:18][C:16](=[O:17])[CH2:15][O:14][C:12]1[CH:11]=[CH:10][C:9]([F:20])=[C:8]2[C:13]=1[C:4]([O:3][CH:2]([F:33])[F:1])=[C:5]([CH2:23][C:24]1[CH:29]=[CH:28][C:27]([N:41]3[C:37]([CH:34]4[CH2:36][CH2:35]4)=[CH:38][CH:39]=[N:40]3)=[CH:26][CH:25]=1)[C:6]([CH2:21][CH3:22])=[N:7]2, predict the reactants needed to synthesize it. The reactants are: [F:1][CH:2]([F:33])[O:3][C:4]1[C:13]2[C:8](=[C:9]([F:20])[CH:10]=[CH:11][C:12]=2[O:14][CH2:15][C:16]([O:18][CH3:19])=[O:17])[N:7]=[C:6]([CH2:21][CH3:22])[C:5]=1[CH2:23][C:24]1[CH:29]=[CH:28][C:27](B(O)O)=[CH:26][CH:25]=1.[CH:34]1([C:37]2[NH:41][N:40]=[CH:39][CH:38]=2)[CH2:36][CH2:35]1. (6) The reactants are: [NH2:1][C:2]1[CH:7]=[C:6]([S:8][C:9]2[C:18]3[C:13](=[CH:14][CH:15]=[CH:16][CH:17]=3)[C:12]([NH:19][C:20]([NH:22][C:23]3[N:27]([C:28]4[CH:33]=[CH:32][C:31]([CH3:34])=[CH:30][CH:29]=4)[N:26]=[C:25]([C:35]([CH3:38])([CH3:37])[CH3:36])[CH:24]=3)=[O:21])=[CH:11][CH:10]=2)[CH:5]=[CH:4][N:3]=1.CCN(C(C)C)C(C)C.[CH3:48][O:49][CH2:50][C:51](Cl)=[O:52].N. Given the product [C:35]([C:25]1[CH:24]=[C:23]([NH:22][C:20](=[O:21])[NH:19][C:12]2[C:13]3[C:18](=[CH:17][CH:16]=[CH:15][CH:14]=3)[C:9]([S:8][C:6]3[CH:5]=[CH:4][N:3]=[C:2]([NH:1][C:51](=[O:52])[CH2:50][O:49][CH3:48])[CH:7]=3)=[CH:10][CH:11]=2)[N:27]([C:28]2[CH:29]=[CH:30][C:31]([CH3:34])=[CH:32][CH:33]=2)[N:26]=1)([CH3:38])([CH3:37])[CH3:36], predict the reactants needed to synthesize it. (7) Given the product [F:32][C:33]1[CH:38]=[CH:37][C:36]([O:23][C:20]2[CH:21]=[CH:22][C:17]([C:16]3[C:11]([NH2:10])=[N:12][CH:13]=[CH:14][CH:15]=3)=[CH:18][CH:19]=2)=[C:35]([CH3:40])[CH:34]=1, predict the reactants needed to synthesize it. The reactants are: N1C=CC=CC=1C(O)=O.[NH2:10][C:11]1[C:16]([C:17]2[CH:22]=[CH:21][C:20]([OH:23])=[CH:19][CH:18]=2)=[CH:15][CH:14]=[CH:13][N:12]=1.P([O-])([O-])([O-])=O.[K+].[K+].[K+].[F:32][C:33]1[CH:38]=[CH:37][C:36](I)=[C:35]([CH3:40])[CH:34]=1.